This data is from NCI-60 drug combinations with 297,098 pairs across 59 cell lines. The task is: Regression. Given two drug SMILES strings and cell line genomic features, predict the synergy score measuring deviation from expected non-interaction effect. Drug 1: CNC(=O)C1=CC=CC=C1SC2=CC3=C(C=C2)C(=NN3)C=CC4=CC=CC=N4. Drug 2: COCCOC1=C(C=C2C(=C1)C(=NC=N2)NC3=CC=CC(=C3)C#C)OCCOC.Cl. Cell line: T-47D. Synergy scores: CSS=7.96, Synergy_ZIP=-0.851, Synergy_Bliss=2.19, Synergy_Loewe=1.23, Synergy_HSA=1.54.